From a dataset of Catalyst prediction with 721,799 reactions and 888 catalyst types from USPTO. Predict which catalyst facilitates the given reaction. (1) The catalyst class is: 610. Product: [CH2:1]=[CH:2][OH:3].[CH2:4]1[N:9]2[CH2:10][CH2:11][N:6]([CH2:7][CH2:8]2)[CH2:5]1. Reactant: [CH2:1]=[CH:2][OH:3].[CH2:4]1[N:9]2[CH2:10][CH2:11][N:6]([CH2:7][CH2:8]2)[CH2:5]1. (2) The catalyst class is: 41. Product: [Cl:1][C:2]1[C:7]([N+:8]([O-:10])=[O:9])=[C:6]([O:20][C:17]2[CH:18]=[CH:19][C:14]([O:13][CH3:12])=[CH:15][CH:16]=2)[N:5]=[CH:4][N:3]=1. Reactant: [Cl:1][C:2]1[C:7]([N+:8]([O-:10])=[O:9])=[C:6](Cl)[N:5]=[CH:4][N:3]=1.[CH3:12][O:13][C:14]1[CH:19]=[CH:18][C:17]([OH:20])=[CH:16][CH:15]=1.C(N(CC)CC)C. (3) Reactant: [F:1][C:2]1[CH:7]=[CH:6][CH:5]=[CH:4][C:3]=1[N:8]1[C:13]2[CH:14]=[CH:15][CH:16]=[CH:17][C:12]=2[CH2:11][CH:10]([CH2:18][CH2:19][CH2:20][NH:21][CH3:22])[S:9]1(=[O:24])=[O:23].BrC1C=CC=CC=1CCS(Cl)(=O)=O.[F:38]C1C=CC=C(F)C=1N.CN(C)CC. Product: [F:1][C:2]1[CH:7]=[CH:6][CH:5]=[C:4]([F:38])[C:3]=1[N:8]1[C:13]2[CH:14]=[CH:15][CH:16]=[CH:17][C:12]=2[CH2:11][CH:10]([CH2:18][CH2:19][CH2:20][NH:21][CH3:22])[S:9]1(=[O:24])=[O:23]. The catalyst class is: 5.